This data is from Forward reaction prediction with 1.9M reactions from USPTO patents (1976-2016). The task is: Predict the product of the given reaction. (1) Given the reactants [N:1]1[CH:6]=[CH:5][CH:4]=[C:3]([NH:7][C:8]2([C:32]#[N:33])[CH2:13][CH2:12][N:11]([C:14]3[CH:19]=[CH:18][C:17]([N:20]4[CH2:24][C@H:23]([CH2:25][NH:26][C:27](=O)[CH3:28])[O:22][C:21]4=[O:30])=[CH:16][C:15]=3[F:31])[CH2:10][CH2:9]2)[CH:2]=1.COC1C=CC(P2(SP(C3C=CC(OC)=CC=3)(=S)S2)=[S:43])=CC=1, predict the reaction product. The product is: [N:1]1[CH:6]=[CH:5][CH:4]=[C:3]([NH:7][C:8]2([C:32]#[N:33])[CH2:13][CH2:12][N:11]([C:14]3[CH:19]=[CH:18][C:17]([N:20]4[CH2:24][C@H:23]([CH2:25][NH:26][C:27](=[S:43])[CH3:28])[O:22][C:21]4=[O:30])=[CH:16][C:15]=3[F:31])[CH2:10][CH2:9]2)[CH:2]=1. (2) Given the reactants [Br:1][C:2]1[CH:3]=[C:4]2[C:8](=[CH:9][CH:10]=1)[C:7](=[O:11])[CH2:6][C:5]2([CH3:13])[CH3:12].CS(O)(=O)=O.[N-:19]=[N+]=[N-].[Na+], predict the reaction product. The product is: [Br:1][C:2]1[CH:3]=[C:4]2[C:8](=[CH:9][CH:10]=1)[C:7](=[O:11])[NH:19][CH2:6][C:5]2([CH3:13])[CH3:12].